This data is from Reaction yield outcomes from USPTO patents with 853,638 reactions. The task is: Predict the reaction yield, written as a fraction of the theoretical maximum amount of product (1.0 means a 100% yield; for example, 0.34 means a 34% yield). (1) The reactants are Cl.Cl.[Cl:3][C:4]1[CH:5]=[C:6]([N:10]2[CH2:15][CH2:14][NH:13][CH2:12][CH2:11]2)[CH:7]=[CH:8][CH:9]=1.Br[CH:17]([CH3:33])[C:18]([C:20]1[CH:29]=[CH:28][C:27]2[C:22](=[CH:23][CH:24]=[C:25]([O:31][CH3:32])[C:26]=2[Cl:30])[CH:21]=1)=[O:19].C([O-])([O-])=O.[K+].[K+]. The catalyst is CN(C=O)C. The product is [ClH:3].[ClH:30].[Cl:3][C:4]1[CH:5]=[C:6]([N:10]2[CH2:15][CH2:14][N:13]([CH:17]([C:18]([C:20]3[CH:29]=[CH:28][C:27]4[C:22](=[CH:23][CH:24]=[C:25]([O:31][CH3:32])[C:26]=4[Cl:30])[CH:21]=3)=[O:19])[CH3:33])[CH2:12][CH2:11]2)[CH:7]=[CH:8][CH:9]=1. The yield is 0.640. (2) The reactants are C(N(CC)CC)C.[NH:8]1[C:16]2[C:11](=[CH:12][CH:13]=[CH:14][CH:15]=2)[C:10](=[O:17])[C:9]1=[O:18].[S:19]1[CH:23]=[CH:22][C:21](B(O)O)=[CH:20]1. The catalyst is C(Cl)Cl.C([O-])(=O)C.[Cu+2].C([O-])(=O)C. The product is [S:19]1[CH:23]=[CH:22][C:21]([N:8]2[C:16]3[C:11](=[CH:12][CH:13]=[CH:14][CH:15]=3)[C:10](=[O:17])[C:9]2=[O:18])=[CH:20]1. The yield is 0.500. (3) The reactants are [CH3:1][C:2]1[C:7]([N+:8]([O-])=O)=[C:6]([NH2:11])[CH:5]=[C:4]([N:12]2[CH2:17][CH2:16][O:15][CH2:14][CH2:13]2)[N:3]=1.[H][H].[I:20][C:21]1[CH:26]=[CH:25][N:24]=[C:23]([O:27][CH3:28])[C:22]=1[CH:29]=O. The catalyst is [Pd].CO. The product is [I:20][C:21]1[CH:26]=[CH:25][N:24]=[C:23]([O:27][CH3:28])[C:22]=1[C:29]1[NH:11][C:6]2[CH:5]=[C:4]([N:12]3[CH2:17][CH2:16][O:15][CH2:14][CH2:13]3)[N:3]=[C:2]([CH3:1])[C:7]=2[N:8]=1. The yield is 0.800. (4) The reactants are C([O:7][C:8]1[C:9]([CH3:28])=[C:10]2[N:15]([CH:16]=1)[N:14]=[CH:13][N:12]=[C:11]2[O:17][C:18]1[CH:23]=[CH:22][C:21]([N+:24]([O-:26])=[O:25])=[CH:20][C:19]=1[F:27])(=O)C(C)(C)C.[OH-].[Na+].Cl. The catalyst is C(O)C. The product is [F:27][C:19]1[CH:20]=[C:21]([N+:24]([O-:26])=[O:25])[CH:22]=[CH:23][C:18]=1[O:17][C:11]1[C:10]2=[C:9]([CH3:28])[C:8]([OH:7])=[CH:16][N:15]2[N:14]=[CH:13][N:12]=1. The yield is 0.530. (5) The reactants are [C:1]([NH:4][C:5]1[CH:6]=[N:7][C:8]2[C:13]([CH:14]=1)=[CH:12][CH:11]=[CH:10][CH:9]=2)(=[O:3])[CH3:2].C(Cl)(Cl)Cl. The catalyst is C(O)(=O)C. The product is [C:1]([NH:4][CH:5]1[CH2:14][C:13]2[C:8](=[CH:9][CH:10]=[CH:11][CH:12]=2)[NH:7][CH2:6]1)(=[O:3])[CH3:2]. The yield is 0.550. (6) The reactants are C([N-]C(C)C)(C)C.[Li+].[Cl:9][C:10]1[CH:15]=[N:14][CH:13]=[C:12]([Cl:16])[N:11]=1.[C:17](=[O:19])=[O:18]. The catalyst is C1COCC1. The product is [Cl:9][C:10]1[C:15]([C:17]([OH:19])=[O:18])=[N:14][CH:13]=[C:12]([Cl:16])[N:11]=1. The yield is 0.220. (7) The reactants are [CH:1]1([NH:4][C:5]([NH:7][C:8]2[CH:13]=[CH:12][C:11]([O:14][C:15]3[CH:20]=[CH:19][N:18]=[C:17]4[CH:21]=[C:22]([C:24]5[CH:29]=[CH:28][C:27]([CH2:30][N:31]6[CH2:36][CH2:35][NH:34][CH2:33][CH2:32]6)=[CH:26][N:25]=5)[S:23][C:16]=34)=[C:10]([F:37])[CH:9]=2)=[O:6])[CH2:3][CH2:2]1.N1C=CC=CC=1.[C:44](Cl)(=[O:56])[O:45][CH2:46][CH2:47][O:48][CH2:49][CH2:50][O:51][CH2:52][CH2:53][O:54][CH3:55]. The catalyst is CN1C(=O)CCC1.[NH4+].[Cl-]. The product is [CH:1]1([NH:4][C:5](=[O:6])[NH:7][C:8]2[CH:13]=[CH:12][C:11]([O:14][C:15]3[CH:20]=[CH:19][N:18]=[C:17]4[CH:21]=[C:22]([C:24]5[N:25]=[CH:26][C:27]([CH2:30][N:31]6[CH2:32][CH2:33][N:34]([C:44]([O:45][CH2:46][CH2:47][O:48][CH2:49][CH2:50][O:51][CH2:52][CH2:53][O:54][CH3:55])=[O:56])[CH2:35][CH2:36]6)=[CH:28][CH:29]=5)[S:23][C:16]=34)=[C:10]([F:37])[CH:9]=2)[CH2:3][CH2:2]1. The yield is 0.400. (8) The reactants are [C:1]([C:3]1([N:21]2[CH2:24][C:23]([F:26])([F:25])[CH2:22]2)[CH2:20][CH2:19][C:6]2([CH2:11][CH2:10][N:9]([C:12]([O:14][C:15]([CH3:18])([CH3:17])[CH3:16])=[O:13])[CH2:8][CH2:7]2)[CH2:5][CH2:4]1)#N.[C:27]1([Mg]Br)[CH:32]=[CH:31]C=[CH:29][CH:28]=1. The catalyst is C1COCC1. The product is [F:25][C:23]1([F:26])[CH2:24][N:21]([C:3]2([C:1]3[CH:31]=[CH:32][CH:27]=[CH:28][CH:29]=3)[CH2:4][CH2:5][C:6]3([CH2:11][CH2:10][N:9]([C:12]([O:14][C:15]([CH3:17])([CH3:18])[CH3:16])=[O:13])[CH2:8][CH2:7]3)[CH2:19][CH2:20]2)[CH2:22]1. The yield is 0.310. (9) The reactants are [CH:1]([C:3]1[CH:12]=[CH:11][C:10]2[C:9]([OH:13])=[CH:8][N:7]=[CH:6][C:5]=2[N:4]=1)=[CH2:2].CCN(CC)CC.[O:21](S(C(F)(F)F)(=O)=O)[S:22]([C:25]([F:28])([F:27])[F:26])(=O)=[O:23]. The catalyst is ClCCl. The product is [F:26][C:25]([F:28])([F:27])[S:22]([O:13][C:9]1[CH:8]=[N:7][CH:6]=[C:5]2[C:10]=1[CH:11]=[CH:12][C:3]([CH:1]=[CH2:2])=[N:4]2)(=[O:23])=[O:21]. The yield is 0.200. (10) The reactants are Cl[O-].[Na+].[CH2:4]1[C:12]2[C:7](=[CH:8][CH:9]=[C:10]([C:13](=[O:15])C)[CH:11]=2)[CH2:6][CH2:5]1.C([O-])(O)=[O:17].[Na+]. No catalyst specified. The product is [CH2:6]1[C:7]2[C:12](=[CH:11][C:10]([C:13]([OH:15])=[O:17])=[CH:9][CH:8]=2)[CH2:4][CH2:5]1. The yield is 0.990.